From a dataset of Catalyst prediction with 721,799 reactions and 888 catalyst types from USPTO. Predict which catalyst facilitates the given reaction. (1) Reactant: [N+:1]([C:4]1[CH:9]=[CH:8][C:7]([S:10]([NH:13][CH2:14][CH:15]([CH:26]2[CH2:31][CH2:30][N:29](C(OC(C)(C)C)=O)[CH2:28][CH2:27]2)[C:16]2[CH:21]=[CH:20][C:19]([C:22]([F:25])([F:24])[F:23])=[CH:18][CH:17]=2)(=[O:12])=[O:11])=[CH:6][CH:5]=1)([O-:3])=[O:2].Cl. Product: [N+:1]([C:4]1[CH:9]=[CH:8][C:7]([S:10]([NH:13][CH2:14][CH:15]([CH:26]2[CH2:31][CH2:30][NH:29][CH2:28][CH2:27]2)[C:16]2[CH:21]=[CH:20][C:19]([C:22]([F:25])([F:23])[F:24])=[CH:18][CH:17]=2)(=[O:11])=[O:12])=[CH:6][CH:5]=1)([O-:3])=[O:2]. The catalyst class is: 169. (2) Reactant: [C:1]([O:9][C@H:10]1[C@@H:21]([O:22][C:23](=[O:30])[C:24]2[CH:29]=[CH:28][CH:27]=[CH:26][CH:25]=2)[C@H:20]([O:31][C:32](=[O:39])[C:33]2[CH:38]=[CH:37][CH:36]=[CH:35][CH:34]=2)[C@@H:19]([CH2:40][OH:41])[O:18][C@@H:11]1[O:12][CH2:13][CH2:14][N:15]=[N+:16]=[N-:17])(=[O:8])[C:2]1[CH:7]=[CH:6][CH:5]=[CH:4][CH:3]=1.[C:42]([O:50][C@H:51]1[C@@H:63]([O:64][C:65](=[O:72])[C:66]2[CH:71]=[CH:70][CH:69]=[CH:68][CH:67]=2)[C@H:62]([O:73][C:74](=[O:81])[C:75]2[CH:80]=[CH:79][CH:78]=[CH:77][CH:76]=2)[C@@H:61]([CH2:82][O:83][C:84](=[O:91])[C:85]2[CH:90]=[CH:89][CH:88]=[CH:87][CH:86]=2)[O:60][C@@H:52]1OC(=N)C(Cl)(Cl)Cl)(=[O:49])[C:43]1[CH:48]=[CH:47][CH:46]=[CH:45][CH:44]=1.[Si](OS(C(F)(F)F)(=O)=O)(C)(C)C. Product: [C:1]([O:9][C@H:10]1[C@@H:21]([O:22][C:23](=[O:30])[C:24]2[CH:29]=[CH:28][CH:27]=[CH:26][CH:25]=2)[C@H:20]([O:31][C:32](=[O:39])[C:33]2[CH:38]=[CH:37][CH:36]=[CH:35][CH:34]=2)[C@@H:19]([CH2:40][O:41][C@H:52]2[O:60][C@H:61]([CH2:82][O:83][C:84](=[O:91])[C:85]3[CH:90]=[CH:89][CH:88]=[CH:87][CH:86]=3)[C@@H:62]([O:73][C:74](=[O:81])[C:75]3[CH:76]=[CH:77][CH:78]=[CH:79][CH:80]=3)[C@H:63]([O:64][C:65](=[O:72])[C:66]3[CH:67]=[CH:68][CH:69]=[CH:70][CH:71]=3)[C@@H:51]2[O:50][C:42](=[O:49])[C:43]2[CH:44]=[CH:45][CH:46]=[CH:47][CH:48]=2)[O:18][C@@H:11]1[O:12][CH2:13][CH2:14][N:15]=[N+:16]=[N-:17])(=[O:8])[C:2]1[CH:7]=[CH:6][CH:5]=[CH:4][CH:3]=1. The catalyst class is: 2. (3) Reactant: [Si:1]([O:18][CH:19]1[C:29]2[C:24](=[N:25][CH:26]=[C:27]([Cl:30])[CH:28]=2)[CH:23]=[CH:22][C:21]2[CH:31]=[N:32][C:33]([C:35](=[O:37])[CH3:36])=[CH:34][C:20]1=2)([C:14]([CH3:17])([CH3:16])[CH3:15])([C:8]1[CH:13]=[CH:12][CH:11]=[CH:10][CH:9]=1)[C:2]1[CH:7]=[CH:6][CH:5]=[CH:4][CH:3]=1.[BH4-].[Na+].[NH4+].[Cl-]. Product: [Si:1]([O:18][CH:19]1[C:29]2[C:24](=[N:25][CH:26]=[C:27]([Cl:30])[CH:28]=2)[CH:23]=[CH:22][C:21]2[CH:31]=[N:32][C:33]([CH:35]([OH:37])[CH3:36])=[CH:34][C:20]1=2)([C:14]([CH3:17])([CH3:16])[CH3:15])([C:2]1[CH:7]=[CH:6][CH:5]=[CH:4][CH:3]=1)[C:8]1[CH:13]=[CH:12][CH:11]=[CH:10][CH:9]=1. The catalyst class is: 5.